From a dataset of Forward reaction prediction with 1.9M reactions from USPTO patents (1976-2016). Predict the product of the given reaction. (1) Given the reactants ClC(Cl)(O[C:5](=[O:11])[O:6][C:7](Cl)(Cl)Cl)Cl.[Cl:13][C:14]1[C:15]([O:24][C:25]2[CH:30]=[C:29]([O:31][CH2:32][CH2:33][O:34][CH3:35])[CH:28]=[CH:27][C:26]=2[CH2:36][CH2:37]CO)=[N:16][CH:17]=[C:18]([C:20]([F:23])([F:22])[F:21])[CH:19]=1.[Cl:40][C:41]1[CH:46]=[CH:45][CH:44]=[CH:43][C:42]=1[S:47]([NH2:50])(=[O:49])=[O:48].C(N(CC)C(C)C)(C)C.Cl, predict the reaction product. The product is: [Cl:40][C:41]1[CH:46]=[CH:45][CH:44]=[CH:43][C:42]=1[S:47]([NH:50][C:5](=[O:11])[O:6][CH2:7][CH2:37][CH2:36][C:26]1[CH:27]=[CH:28][C:29]([O:31][CH2:32][CH2:33][O:34][CH3:35])=[CH:30][C:25]=1[O:24][C:15]1[C:14]([Cl:13])=[CH:19][C:18]([C:20]([F:22])([F:23])[F:21])=[CH:17][N:16]=1)(=[O:49])=[O:48]. (2) The product is: [Cl:39][C:2]1[CH:19]=[CH:18][C:5]([O:6][CH2:7][C:8]2[CH:17]=[CH:16][C:11]([C:12]([OH:14])=[O:13])=[CH:10][CH:9]=2)=[C:4]([CH:20]([OH:36])[CH2:21][N:22]2[CH2:27][CH2:26][CH:25]([OH:38])[CH2:24][CH2:23]2)[CH:3]=1. Given the reactants Br[C:2]1[CH:19]=[CH:18][C:5]([O:6][CH2:7][C:8]2[CH:17]=[CH:16][C:11]([C:12]([O:14]C)=[O:13])=[CH:10][CH:9]=2)=[C:4]([CH:20]([OH:36])[CH2:21][N:22]2[CH2:27][CH2:26][CH:25](NC(OC(C)(C)C)=O)[CH2:24][CH2:23]2)[CH:3]=1.[Li+].[OH-:38].[ClH:39], predict the reaction product.